From a dataset of Merck oncology drug combination screen with 23,052 pairs across 39 cell lines. Regression. Given two drug SMILES strings and cell line genomic features, predict the synergy score measuring deviation from expected non-interaction effect. (1) Drug 1: O=C(CCCCCCC(=O)Nc1ccccc1)NO. Drug 2: NC1(c2ccc(-c3nc4ccn5c(=O)[nH]nc5c4cc3-c3ccccc3)cc2)CCC1. Cell line: UWB1289BRCA1. Synergy scores: synergy=41.1. (2) Drug 1: C=CCn1c(=O)c2cnc(Nc3ccc(N4CCN(C)CC4)cc3)nc2n1-c1cccc(C(C)(C)O)n1. Drug 2: COC1=C2CC(C)CC(OC)C(O)C(C)C=C(C)C(OC(N)=O)C(OC)C=CC=C(C)C(=O)NC(=CC1=O)C2=O. Cell line: A427. Synergy scores: synergy=-8.03. (3) Synergy scores: synergy=-10.6. Cell line: LNCAP. Drug 2: CC1(c2nc3c(C(N)=O)cccc3[nH]2)CCCN1. Drug 1: CC1CC2C3CCC4=CC(=O)C=CC4(C)C3(F)C(O)CC2(C)C1(O)C(=O)CO. (4) Drug 1: CC1CC2C3CCC4=CC(=O)C=CC4(C)C3(F)C(O)CC2(C)C1(O)C(=O)CO. Drug 2: CS(=O)(=O)CCNCc1ccc(-c2ccc3ncnc(Nc4ccc(OCc5cccc(F)c5)c(Cl)c4)c3c2)o1. Synergy scores: synergy=5.87. Cell line: NCIH23.